Dataset: Full USPTO retrosynthesis dataset with 1.9M reactions from patents (1976-2016). Task: Predict the reactants needed to synthesize the given product. (1) The reactants are: [Br:1][C:2]1[C:3](F)=[C:4]2[C:10]([NH:11][C:12](=[O:17])[C@@H:13]([O:15][CH3:16])[CH3:14])=[CH:9][NH:8][C:5]2=[N:6][CH:7]=1.[NH:19]1[CH2:23][CH2:22][C@@H:21]([NH:24][C:25](=[O:31])[O:26][C:27]([CH3:30])([CH3:29])[CH3:28])[CH2:20]1.CCN(C(C)C)C(C)C. Given the product [Br:1][C:2]1[C:3]([N:19]2[CH2:23][CH2:22][C@@H:21]([NH:24][C:25](=[O:31])[O:26][C:27]([CH3:29])([CH3:28])[CH3:30])[CH2:20]2)=[C:4]2[C:10]([NH:11][C:12](=[O:17])[C@@H:13]([O:15][CH3:16])[CH3:14])=[CH:9][NH:8][C:5]2=[N:6][CH:7]=1, predict the reactants needed to synthesize it. (2) Given the product [Cl:23][C:19]1[N:18]=[C:17]([C:2]([CH3:4])([CH3:3])[C:1]#[N:5])[CH:22]=[CH:21][CH:20]=1, predict the reactants needed to synthesize it. The reactants are: [C:1](#[N:5])[CH:2]([CH3:4])[CH3:3].C[Si]([N-][Si](C)(C)C)(C)C.[K+].Cl[C:17]1[CH:22]=[CH:21][CH:20]=[C:19]([Cl:23])[N:18]=1. (3) The reactants are: Br[C:2]1[CH:3]=[C:4]([C:8]2[N:12]([CH3:13])[C:11]3[CH:14]=[CH:15][CH:16]=[CH:17][C:10]=3[N:9]=2)[CH:5]=[CH:6][CH:7]=1.[CH2:18]([O:20][C:21](=[O:28])[C@H:22]1[CH2:27][CH2:26][CH2:25][NH:24][CH2:23]1)[CH3:19].C(=O)([O-])[O-].[Cs+].[Cs+].C1(P(C2C=CC=CC=2)C2C=CC3C(=CC=CC=3)C=2C2C3C(=CC=CC=3)C=CC=2P(C2C=CC=CC=2)C2C=CC=CC=2)C=CC=CC=1. Given the product [CH2:18]([O:20][C:21]([C@H:22]1[CH2:27][CH2:26][CH2:25][N:24]([C:2]2[CH:7]=[CH:6][CH:5]=[C:4]([C:8]3[N:12]([CH3:13])[C:11]4[CH:14]=[CH:15][CH:16]=[CH:17][C:10]=4[N:9]=3)[CH:3]=2)[CH2:23]1)=[O:28])[CH3:19], predict the reactants needed to synthesize it. (4) Given the product [Si:1]([O:8][C@H:9]1[CH2:31][CH2:30][C@@:29]2([CH3:32])[C@@H:11]([CH2:12][CH2:13][C:14]3[C:15]4[C@:25]([CH3:33])([CH2:26][CH2:27][C:28]=32)[C@@H:18]([C@H:19]([CH3:24])[CH2:20][CH2:21][CH2:22][O:23][S:42]([C:39]2[CH:40]=[CH:41][C:36]([CH3:46])=[CH:37][CH:38]=2)(=[O:44])=[O:43])[CH2:17][CH:16]=4)[C:10]1([CH3:34])[CH3:35])([C:4]([CH3:7])([CH3:5])[CH3:6])([CH3:3])[CH3:2], predict the reactants needed to synthesize it. The reactants are: [Si:1]([O:8][C@H:9]1[CH2:31][CH2:30][C@@:29]2([CH3:32])[C@@H:11]([CH2:12][CH2:13][C:14]3[C:15]4[C@:25]([CH3:33])([CH2:26][CH2:27][C:28]=32)[C@@H:18]([C@H:19]([CH3:24])[CH2:20][CH2:21][CH2:22][OH:23])[CH2:17][CH:16]=4)[C:10]1([CH3:35])[CH3:34])([C:4]([CH3:7])([CH3:6])[CH3:5])([CH3:3])[CH3:2].[C:36]1([CH3:46])[CH:41]=[CH:40][C:39]([S:42](Cl)(=[O:44])=[O:43])=[CH:38][CH:37]=1. (5) The reactants are: [CH:1]1([N:4]([CH2:18][C:19]2[N:23]=[C:22]([C:24]([O:26]CC)=O)[O:21][N:20]=2)[S:5]([C:8]2[C:13]([CH3:14])=[CH:12][C:11]([O:15][CH3:16])=[CH:10][C:9]=2[CH3:17])(=[O:7])=[O:6])[CH2:3][CH2:2]1.[N:29]1([CH2:34][CH2:35][CH2:36][N:37]2[CH2:42][CH2:41][NH:40][CH2:39][CH2:38]2)[CH2:33][CH2:32][CH2:31][CH2:30]1.C[Al](C)C. Given the product [NH3:4].[CH:1]1([N:4]([CH2:18][C:19]2[N:23]=[C:22]([C:24]([N:40]3[CH2:39][CH2:38][N:37]([CH2:36][CH2:35][CH2:34][N:29]4[CH2:30][CH2:31][CH2:32][CH2:33]4)[CH2:42][CH2:41]3)=[O:26])[O:21][N:20]=2)[S:5]([C:8]2[C:13]([CH3:14])=[CH:12][C:11]([O:15][CH3:16])=[CH:10][C:9]=2[CH3:17])(=[O:6])=[O:7])[CH2:3][CH2:2]1, predict the reactants needed to synthesize it. (6) Given the product [Cl:31][C:28]1[CH:29]=[CH:30][C:25]([CH:17]([CH:13]2[CH2:14][CH2:15][CH2:16][C:12]2([F:23])[F:11])[C:18]([O:20][CH2:21][CH3:22])=[O:19])=[CH:26][CH:27]=1, predict the reactants needed to synthesize it. The reactants are: C[Si](C)(C)[N-][Si](C)(C)C.[Li+].[F:11][C:12]1([F:23])[CH2:16][CH2:15][CH2:14][CH:13]1[CH2:17][C:18]([O:20][CH2:21][CH3:22])=[O:19].Br[C:25]1[CH:30]=[CH:29][C:28]([Cl:31])=[CH:27][CH:26]=1.C1(P(C2CCCCC2)C2C=CC=CC=2C2C=CC=CC=2N(C)C)CCCCC1.